From a dataset of Full USPTO retrosynthesis dataset with 1.9M reactions from patents (1976-2016). Predict the reactants needed to synthesize the given product. (1) Given the product [CH3:1][O:2][C:3]1[CH:4]=[CH:5][C:6]([C:9]2[C:14]([CH:15]=[O:16])=[CH:13][N:12]=[CH:11][N:10]=2)=[CH:7][CH:8]=1, predict the reactants needed to synthesize it. The reactants are: [CH3:1][O:2][C:3]1[CH:8]=[CH:7][C:6]([C:9]2[C:14]([CH2:15][OH:16])=[CH:13][N:12]=[CH:11][N:10]=2)=[CH:5][CH:4]=1. (2) The reactants are: F[C:2]1[C:9]([F:10])=[CH:8][C:7]([F:11])=[CH:6][C:3]=1[C:4]#[N:5].[NH3:12]. Given the product [NH2:12][C:2]1[C:9]([F:10])=[CH:8][C:7]([F:11])=[CH:6][C:3]=1[C:4]#[N:5], predict the reactants needed to synthesize it.